The task is: Regression. Given two drug SMILES strings and cell line genomic features, predict the synergy score measuring deviation from expected non-interaction effect.. This data is from NCI-60 drug combinations with 297,098 pairs across 59 cell lines. Drug 1: CC1CCC2CC(C(=CC=CC=CC(CC(C(=O)C(C(C(=CC(C(=O)CC(OC(=O)C3CCCCN3C(=O)C(=O)C1(O2)O)C(C)CC4CCC(C(C4)OC)O)C)C)O)OC)C)C)C)OC. Drug 2: C1CCC(C(C1)N)N.C(=O)(C(=O)[O-])[O-].[Pt+4]. Cell line: IGROV1. Synergy scores: CSS=29.0, Synergy_ZIP=-2.47, Synergy_Bliss=4.41, Synergy_Loewe=-20.7, Synergy_HSA=6.70.